From a dataset of Forward reaction prediction with 1.9M reactions from USPTO patents (1976-2016). Predict the product of the given reaction. (1) Given the reactants [N:1]1[C:5]2[CH:6]=[CH:7][CH:8]=[C:9]([C:10]([O:12][CH3:13])=[O:11])[C:4]=2[NH:3][CH:2]=1.C(N(CC)CC)C.[C:21](Cl)([C:34]1[CH:39]=[CH:38][CH:37]=[CH:36][CH:35]=1)([C:28]1[CH:33]=[CH:32][CH:31]=[CH:30][CH:29]=1)[C:22]1[CH:27]=[CH:26][CH:25]=[CH:24][CH:23]=1.C(=O)([O-])O.[Na+], predict the reaction product. The product is: [C:21]([N:3]1[C:4]2[C:9]([C:10]([O:12][CH3:13])=[O:11])=[CH:8][CH:7]=[CH:6][C:5]=2[N:1]=[CH:2]1)([C:22]1[CH:27]=[CH:26][CH:25]=[CH:24][CH:23]=1)([C:34]1[CH:35]=[CH:36][CH:37]=[CH:38][CH:39]=1)[C:28]1[CH:29]=[CH:30][CH:31]=[CH:32][CH:33]=1. (2) Given the reactants [OH:1][CH:2]1[CH2:6][O:5][C:4](=[O:7])[CH2:3]1.[O:8]1[CH:13]=[CH:12][CH2:11][CH2:10][CH2:9]1.CC1C=CC(S([O-])(=O)=O)=CC=1.C1C=C[NH+]=CC=1, predict the reaction product. The product is: [O:8]1[CH2:13][CH2:12][CH2:11][CH2:10][CH:9]1[O:1][CH:2]1[CH2:6][O:5][C:4](=[O:7])[CH2:3]1. (3) Given the reactants [F-:1].[K+].[CH2:3]1OCCOCCOCCOCCOCCOC1.Br[CH2:22][C:23]([C:25]1[CH:33]=[CH:32][C:28]([C:29]([OH:31])=[O:30])=[CH:27][CH:26]=1)=[O:24], predict the reaction product. The product is: [CH3:3][O:31][C:29](=[O:30])[C:28]1[CH:32]=[CH:33][C:25]([C:23](=[O:24])[CH2:22][F:1])=[CH:26][CH:27]=1. (4) Given the reactants [Si:1]([O:18][C@H:19]1[C@@H:23]([O:24][CH3:25])[C@H:22]([N:26]2[C:34](=[O:35])[C:33]3[C:28](=[CH:29][CH:30]=[CH:31][CH:32]=3)[C:27]2=[O:36])[CH2:21][C@@H:20]1[C:37]([OH:39])=[O:38])([C:14]([CH3:17])([CH3:16])[CH3:15])([C:8]1[CH:13]=[CH:12][CH:11]=[CH:10][CH:9]=1)[C:2]1[CH:7]=[CH:6][CH:5]=[CH:4][CH:3]=1.[C:40]1(C)C=CC=CC=1.[Si](C=[N+]=[N-])(C)(C)C, predict the reaction product. The product is: [Si:1]([O:18][C@H:19]1[C@@H:23]([O:24][CH3:25])[C@H:22]([N:26]2[C:27](=[O:36])[C:28]3[C:33](=[CH:32][CH:31]=[CH:30][CH:29]=3)[C:34]2=[O:35])[CH2:21][C@@H:20]1[C:37]([O:39][CH3:40])=[O:38])([C:14]([CH3:16])([CH3:17])[CH3:15])([C:8]1[CH:9]=[CH:10][CH:11]=[CH:12][CH:13]=1)[C:2]1[CH:7]=[CH:6][CH:5]=[CH:4][CH:3]=1. (5) Given the reactants [CH2:1]([CH:8]1[NH:13][C:12](=O)[CH2:11][NH:10][C:9]1=O)[C:2]1[CH:7]=[CH:6][CH:5]=[CH:4][CH:3]=1.[H-].[Al+3].[Li+].[H-].[H-].[H-].O, predict the reaction product. The product is: [CH:1](=[C:8]1[NH:13][CH2:12][CH2:11][NH:10][CH2:9]1)[C:2]1[CH:3]=[CH:4][CH:5]=[CH:6][CH:7]=1. (6) Given the reactants [C:1]([O:5][C:6]([N:8]([CH2:16][CH2:17][C:18]#[CH:19])[C:9]([O:11][C:12]([CH3:15])([CH3:14])[CH3:13])=[O:10])=[O:7])([CH3:4])([CH3:3])[CH3:2].[CH3:20][O:21][C:22](=[O:43])[CH2:23][CH:24]1[CH2:33][C:32]2[C:27](=[CH:28][C:29](OS(C(F)(F)F)(=O)=O)=[CH:30][CH:31]=2)[NH:26][C:25]1=[O:42].CCOC(C)=O.CCCCCC, predict the reaction product. The product is: [CH3:20][O:21][C:22](=[O:43])[CH2:23][CH:24]1[CH2:33][C:32]2[C:27](=[CH:28][C:29]([C:19]#[C:18][CH2:17][CH2:16][N:8]([C:9]([O:11][C:12]([CH3:13])([CH3:15])[CH3:14])=[O:10])[C:6]([O:5][C:1]([CH3:4])([CH3:3])[CH3:2])=[O:7])=[CH:30][CH:31]=2)[NH:26][C:25]1=[O:42]. (7) The product is: [CH3:1][CH:2]([CH3:33])[C@@H:3]([NH:11][CH2:12][C:13]1[CH:18]=[CH:17][N:16]=[C:15]2[NH:19][CH:20]=[C:21]([C:22]([OH:24])=[O:23])[C:14]=12)[C:4](=[O:10])[N:5]1[CH2:6][CH2:7][CH2:8][CH2:9]1. Given the reactants [CH3:1][CH:2]([CH3:33])[C@@H:3]([NH:11][CH2:12][C:13]1[CH:18]=[CH:17][N:16]=[C:15]2[N:19](C(OC(C)(C)C)=O)[CH:20]=[C:21]([C:22]([O:24]C)=[O:23])[C:14]=12)[C:4](=[O:10])[N:5]1[CH2:9][CH2:8][CH2:7][CH2:6]1.[OH-].[Na+], predict the reaction product.